This data is from Peptide-MHC class I binding affinity with 185,985 pairs from IEDB/IMGT. The task is: Regression. Given a peptide amino acid sequence and an MHC pseudo amino acid sequence, predict their binding affinity value. This is MHC class I binding data. (1) The peptide sequence is FSLGAAVKA. The MHC is HLA-A02:02 with pseudo-sequence HLA-A02:02. The binding affinity (normalized) is 0.189. (2) The peptide sequence is RDTAEAAKW. The MHC is HLA-A24:02 with pseudo-sequence HLA-A24:02. The binding affinity (normalized) is 0.297. (3) The peptide sequence is DRFYKTLRA. The MHC is HLA-B45:01 with pseudo-sequence HLA-B45:01. The binding affinity (normalized) is 0. (4) The peptide sequence is RRWRRLTVC. The MHC is HLA-A23:01 with pseudo-sequence HLA-A23:01. The binding affinity (normalized) is 0.0847. (5) The peptide sequence is TPATADAYA. The MHC is HLA-B53:01 with pseudo-sequence HLA-B53:01. The binding affinity (normalized) is 0.105.